Predict the reaction yield, written as a fraction of the theoretical maximum amount of product (1.0 means a 100% yield; for example, 0.34 means a 34% yield). From a dataset of Reaction yield outcomes from USPTO patents with 853,638 reactions. The reactants are [Si:1]([O:8][CH2:9][C@H:10]([CH3:17])[C:11](N(OC)C)=[O:12])([C:4]([CH3:7])([CH3:6])[CH3:5])([CH3:3])[CH3:2].[C:18]([Mg]Br)#[CH:19].C(OCC)C. The catalyst is C1COCC1. The product is [Si:1]([O:8][CH2:9][C@H:10]([CH3:17])[C:11](=[O:12])[C:18]#[CH:19])([C:4]([CH3:5])([CH3:6])[CH3:7])([CH3:2])[CH3:3]. The yield is 0.366.